From a dataset of Experimentally validated miRNA-target interactions with 360,000+ pairs, plus equal number of negative samples. Binary Classification. Given a miRNA mature sequence and a target amino acid sequence, predict their likelihood of interaction. (1) The miRNA is hsa-miR-484 with sequence UCAGGCUCAGUCCCCUCCCGAU. The protein sequence of the target gene is MAAVDIRDNLLGISWVDSSWIPILNSGSVLDYFSERSNPFYDRTCNNEVVKMQRLTLEHLNQMVGIEYILLHAQEPILFIIRKQQRQSPAQVIPLADYYIIAGVIYQAPDLGSVINSRVLTAVHGIQSAFDEAMSYCRYHPSKGYWWHFKDHEEQDKVRPKAKRKEEPSSIFQRQRVDALLLDLRQKFPPKFVQLKPGEKPVPVDQTKKEAEPIPETVKPEEKETTKNVQQTVSAKGPPEKRMRLQ. Result: 0 (no interaction). (2) The miRNA is hsa-miR-4482-5p with sequence AACCCAGUGGGCUAUGGAAAUG. The protein sequence of the target gene is MDNRFATAFVIACVLSLISTIYMAASIGTDFWYEYRSPIQENSSDSNKIAWEDFLGDEADEKTYNDVLFRYNGSLGLWRRCITIPKNTHWYAPPERTESFDVVTKCMSFTLNEQFMEKYVDPGNHNSGIDLLRTYLWRCQFLLPFVSLGLMCFGALIGLCACICRSLYPTLATGILHLLAGLCTLGSVSCYVAGIELLHQKVELPKDVSGEFGWSFCLACVSAPLQFMAAALFIWAAHTNRKEYTLMKAYRVA. Result: 0 (no interaction). (3) The miRNA is hsa-miR-4751 with sequence AGAGGACCCGUAGCUGCUAGAAGG. The protein sequence of the target gene is MAAAAGDGGGEGGAGLGSAAGLGPGPGLRGQGPSAEAHEGAPDPMPAALHPEEVAARLQRMQRELSNRRKILVKNLPQDSNCQEVHDLLKDYDLKYCYVDRNKRTAFVTLLNGEQAQNAIQMFHQYSFRGKDLIVQLQPTDALLCITNVPISFTSEEFEELVRAYGNIERCFLVYSEVTGHSKGYGFVEYMKKDFAAKARLELLGRQLGASALFAQWMDVNLLASELIHSKCLCIDKLPSDYRDSEELLQIFSSVHKPVFCQLAQDEGSYVGGFAVVEYSTAEQAEEVQQAADGMTIKGS.... Result: 0 (no interaction). (4) The miRNA is cel-miR-2209a-3p with sequence AGAGAUCAGCGGUUACACUACA. The protein sequence of the target gene is MMQNVHLAPETDEDDLYSGYNDYNPIYDIEELENDAAFQQAVRTSHGRRPPITAKISSTAVTRPIATGYGSKTSLASSIGRPMTGAIQDGVTRPMTAVRAAGFTKAALRGSAFDPLSQSRGPASPLEAKKKDSPEEKIKQLEKEVNELVEESCIANSCGDLKLALEKAKDAGRKERVLVRQREQVTTPENINLDLTYSVLFNLASQYSVNEMYAEALNTYQVIVKNKMFSNAGILKMNMGNIYLKQRNYSKAIKFYRMALDQVPSVNKQMRIKIMQNIGVTFIQAGQYSDAINSYEHIMS.... Result: 0 (no interaction).